Dataset: Full USPTO retrosynthesis dataset with 1.9M reactions from patents (1976-2016). Task: Predict the reactants needed to synthesize the given product. Given the product [I:6][C:7]1[CH:13]=[C:12]([Br:14])[CH:11]=[CH:10][C:8]=1[NH:9][C:24]([NH:23][C:19]1[CH:20]=[CH:21][CH:22]=[C:17]([C:16]([F:15])([F:26])[F:27])[CH:18]=1)=[O:25], predict the reactants needed to synthesize it. The reactants are: C1COCC1.[I:6][C:7]1[CH:13]=[C:12]([Br:14])[CH:11]=[CH:10][C:8]=1[NH2:9].[F:15][C:16]([F:27])([F:26])[C:17]1[CH:18]=[C:19]([N:23]=[C:24]=[O:25])[CH:20]=[CH:21][CH:22]=1.